The task is: Predict which catalyst facilitates the given reaction.. This data is from Catalyst prediction with 721,799 reactions and 888 catalyst types from USPTO. (1) Reactant: [CH3:1][O:2][C:3]1[N:8]=[C:7]([O:9][CH3:10])[C:6]([N:11]2[C:15]([C:16]([O:18][CH2:19][CH3:20])=[O:17])=[C:14](I)[C:13]([CH3:22])=[N:12]2)=[CH:5][N:4]=1.[Cl:23][C:24]1[CH:31]=[CH:30][C:27]([CH:28]=[O:29])=[CH:26][CH:25]=1. Product: [Cl:23][C:24]1[CH:31]=[CH:30][C:27]([CH:28]([OH:29])[C:14]2[C:13]([CH3:22])=[N:12][N:11]([C:6]3[C:7]([O:9][CH3:10])=[N:8][C:3]([O:2][CH3:1])=[N:4][CH:5]=3)[C:15]=2[C:16]([O:18][CH2:19][CH3:20])=[O:17])=[CH:26][CH:25]=1. The catalyst class is: 828. (2) Reactant: [C:1]([O:5][C:6]([NH:8][C@H:9]1[CH2:13][CH2:12][C@@:11]([CH2:17][CH3:18])([C:14]([OH:16])=[O:15])[CH2:10]1)=[O:7])([CH3:4])([CH3:3])[CH3:2].Cl.Cl.F[C:22](F)(F)C1C=CN=C(N2CCNCC2)C=1.C(N(CC)CC)C.F[P-](F)(F)(F)(F)F.N1(OC(N(C)C)=[N+](C)C)C2C=CC=CC=2N=N1. Product: [C:1]([O:5][C:6]([NH:8][C@H:9]1[CH2:10][C@@:11]([CH2:17][CH3:18])([C:14]([O:16][CH3:22])=[O:15])[CH:12]=[CH:13]1)=[O:7])([CH3:4])([CH3:3])[CH3:2]. The catalyst class is: 3. (3) Reactant: [C:1]([O:5][C:6](=[O:27])[NH:7][C:8]([C:10]1[S:11][C:12]([S:25][CH3:26])=[C:13]([S:15]([C:18]2[CH:23]=[CH:22][CH:21]=[C:20](Br)[CH:19]=2)(=[O:17])=[O:16])[CH:14]=1)=[NH:9])([CH3:4])([CH3:3])[CH3:2].[CH3:28][C:29]1[C:34]2B(O)[O:36][CH2:37][C:33]=2[CH:32]=[CH:31][CH:30]=1.C([O-])([O-])=O.[Na+].[Na+].C(O)C. Product: [C:1]([O:5][C:6](=[O:27])[NH:7][C:8]([C:10]1[S:11][C:12]([S:25][CH3:26])=[C:13]([S:15]([C:18]2[CH:19]=[C:20]([C:34]3[C:33]([CH2:37][OH:36])=[CH:32][CH:31]=[CH:30][C:29]=3[CH3:28])[CH:21]=[CH:22][CH:23]=2)(=[O:17])=[O:16])[CH:14]=1)=[NH:9])([CH3:4])([CH3:3])[CH3:2]. The catalyst class is: 206. (4) Reactant: [F:1][C:2]1[CH:7]=[C:6]([N+:8]([O-:10])=[O:9])[C:5]([F:11])=[CH:4][C:3]=1[OH:12].C(=O)([O-])[O-].[K+].[K+].Br[CH2:20][CH3:21].ICC. Product: [CH2:20]([O:12][C:3]1[CH:4]=[C:5]([F:11])[C:6]([N+:8]([O-:10])=[O:9])=[CH:7][C:2]=1[F:1])[CH3:21]. The catalyst class is: 10. (5) Reactant: [F:1][C:2]1[C:20](F)=[CH:19][C:5]2=[N:6][C:7]3[N:8]([CH3:18])[CH:9]=[C:10]([C:15]([OH:17])=[O:16])[C:11](=[O:14])[C:12]=3[CH:13]=[C:4]2[CH:3]=1.[F:22][C:23]1[CH:28]=[CH:27][C:26]([N:29]2[CH2:34][CH2:33][NH:32][CH2:31][CH2:30]2)=[CH:25][CH:24]=1.O. Product: [F:1][C:2]1[C:20]([N:32]2[CH2:31][CH2:30][N:29]([C:26]3[CH:25]=[CH:24][C:23]([F:22])=[CH:28][CH:27]=3)[CH2:34][CH2:33]2)=[CH:19][C:5]2=[N:6][C:7]3[N:8]([CH3:18])[CH:9]=[C:10]([C:15]([OH:17])=[O:16])[C:11](=[O:14])[C:12]=3[CH:13]=[C:4]2[CH:3]=1. The catalyst class is: 16.